From a dataset of NCI-60 drug combinations with 297,098 pairs across 59 cell lines. Regression. Given two drug SMILES strings and cell line genomic features, predict the synergy score measuring deviation from expected non-interaction effect. (1) Drug 1: C1=CC(=CC=C1CCC2=CNC3=C2C(=O)NC(=N3)N)C(=O)NC(CCC(=O)O)C(=O)O. Drug 2: CCC1(CC2CC(C3=C(CCN(C2)C1)C4=CC=CC=C4N3)(C5=C(C=C6C(=C5)C78CCN9C7C(C=CC9)(C(C(C8N6C)(C(=O)OC)O)OC(=O)C)CC)OC)C(=O)OC)O.OS(=O)(=O)O. Cell line: SF-539. Synergy scores: CSS=44.9, Synergy_ZIP=-6.40, Synergy_Bliss=-9.72, Synergy_Loewe=-12.8, Synergy_HSA=-4.42. (2) Drug 1: COC1=CC(=CC(=C1O)OC)C2C3C(COC3=O)C(C4=CC5=C(C=C24)OCO5)OC6C(C(C7C(O6)COC(O7)C8=CC=CS8)O)O. Drug 2: CC(C)NC(=O)C1=CC=C(C=C1)CNNC.Cl. Cell line: LOX IMVI. Synergy scores: CSS=41.3, Synergy_ZIP=5.83, Synergy_Bliss=-1.29, Synergy_Loewe=-8.26, Synergy_HSA=2.98. (3) Drug 2: CC1=C2C(C(=O)C3(C(CC4C(C3C(C(C2(C)C)(CC1OC(=O)C(C(C5=CC=CC=C5)NC(=O)C6=CC=CC=C6)O)O)OC(=O)C7=CC=CC=C7)(CO4)OC(=O)C)O)C)OC(=O)C. Synergy scores: CSS=43.6, Synergy_ZIP=29.4, Synergy_Bliss=27.3, Synergy_Loewe=1.47, Synergy_HSA=24.8. Drug 1: CCC(=C(C1=CC=CC=C1)C2=CC=C(C=C2)OCCN(C)C)C3=CC=CC=C3.C(C(=O)O)C(CC(=O)O)(C(=O)O)O. Cell line: HS 578T. (4) Drug 1: C1CCN(CC1)CCOC2=CC=C(C=C2)C(=O)C3=C(SC4=C3C=CC(=C4)O)C5=CC=C(C=C5)O. Drug 2: B(C(CC(C)C)NC(=O)C(CC1=CC=CC=C1)NC(=O)C2=NC=CN=C2)(O)O. Cell line: NCI-H460. Synergy scores: CSS=2.10, Synergy_ZIP=0.307, Synergy_Bliss=-1.81, Synergy_Loewe=-14.0, Synergy_HSA=-5.26. (5) Drug 1: C1CN1C2=NC(=NC(=N2)N3CC3)N4CC4. Drug 2: C1=CC(=C2C(=C1NCCNCCO)C(=O)C3=C(C=CC(=C3C2=O)O)O)NCCNCCO. Cell line: COLO 205. Synergy scores: CSS=73.6, Synergy_ZIP=1.41, Synergy_Bliss=1.51, Synergy_Loewe=7.59, Synergy_HSA=9.56. (6) Drug 1: CN1CCC(CC1)COC2=C(C=C3C(=C2)N=CN=C3NC4=C(C=C(C=C4)Br)F)OC. Drug 2: C1CCC(C1)C(CC#N)N2C=C(C=N2)C3=C4C=CNC4=NC=N3. Cell line: A498. Synergy scores: CSS=15.6, Synergy_ZIP=-2.52, Synergy_Bliss=2.41, Synergy_Loewe=-2.33, Synergy_HSA=2.00.